Dataset: Forward reaction prediction with 1.9M reactions from USPTO patents (1976-2016). Task: Predict the product of the given reaction. (1) Given the reactants F[C:2]1[CH:3]=[C:4]([CH:18]=[CH:19][C:20]=1[N+:21]([O-:23])=[O:22])[C:5]([N:7]([CH2:13][CH2:14][CH:15]([CH3:17])[CH3:16])[CH2:8][CH2:9][CH:10]([CH3:12])[CH3:11])=[O:6].[N:24]1([CH2:30][CH2:31][CH2:32][NH2:33])[CH2:29][CH2:28][CH2:27][CH2:26][CH2:25]1.C(=O)([O-])[O-].[K+].[K+], predict the reaction product. The product is: [CH3:11][CH:10]([CH3:12])[CH2:9][CH2:8][N:7]([CH2:13][CH2:14][CH:15]([CH3:17])[CH3:16])[C:5](=[O:6])[C:4]1[CH:18]=[CH:19][C:20]([N+:21]([O-:23])=[O:22])=[C:2]([NH:33][CH2:32][CH2:31][CH2:30][N:24]2[CH2:29][CH2:28][CH2:27][CH2:26][CH2:25]2)[CH:3]=1. (2) Given the reactants [C:1]1([C:7]2[N:11]=[CH:10][N:9]([CH2:12][CH2:13][NH:14]C(=O)OC(C)(C)C)[N:8]=2)[CH:6]=[CH:5][CH:4]=[CH:3][CH:2]=1.[ClH:22], predict the reaction product. The product is: [ClH:22].[ClH:22].[C:1]1([C:7]2[N:11]=[CH:10][N:9]([CH2:12][CH2:13][NH2:14])[N:8]=2)[CH:2]=[CH:3][CH:4]=[CH:5][CH:6]=1.